From a dataset of Full USPTO retrosynthesis dataset with 1.9M reactions from patents (1976-2016). Predict the reactants needed to synthesize the given product. Given the product [Br:1][C:2]1[CH:3]=[CH:4][C:5]2[C:6]3[CH:7]=[C:8]4[NH:23][C:18]5[C:17](=[CH:22][CH:21]=[CH:20][CH:19]=5)[C:9]4=[CH:10][C:11]=3[C:12]([CH3:15])([CH3:16])[C:13]=2[CH:14]=1, predict the reactants needed to synthesize it. The reactants are: [Br:1][C:2]1[CH:14]=[C:13]2[C:5]([C:6]3[CH:7]=[CH:8][C:9]([C:17]4[CH:22]=[CH:21][CH:20]=[CH:19][C:18]=4[N+:23]([O-])=O)=[CH:10][C:11]=3[C:12]2([CH3:16])[CH3:15])=[CH:4][CH:3]=1.P(OCC)(OCC)OCC.